This data is from Reaction yield outcomes from USPTO patents with 853,638 reactions. The task is: Predict the reaction yield, written as a fraction of the theoretical maximum amount of product (1.0 means a 100% yield; for example, 0.34 means a 34% yield). (1) The reactants are [NH2:1][C:2]1[CH:10]=[CH:9][C:5]2[N:6]=[CH:7][S:8][C:4]=2[CH:3]=1.[Cl:11][C:12]([O:14][C:15]1[CH:20]=[CH:19][C:18]([N+:21]([O-:23])=[O:22])=[CH:17][CH:16]=1)=[O:13]. The catalyst is C(Cl)Cl. The product is [ClH:11].[S:8]1[C:4]2[CH:3]=[C:2]([NH:1][C:12](=[O:13])[O:14][C:15]3[CH:16]=[CH:17][C:18]([N+:21]([O-:23])=[O:22])=[CH:19][CH:20]=3)[CH:10]=[CH:9][C:5]=2[N:6]=[CH:7]1. The yield is 0.810. (2) The reactants are Cl[C:2]1[N:7]=[N:6][C:5]([C:8]([OH:10])=[O:9])=[CH:4][CH:3]=1.[Cl:11][C:12]1[CH:18]=[CH:17][C:15]([NH2:16])=[CH:14][CH:13]=1. The catalyst is COCCOC.C(OCC)(=O)C. The product is [Cl:11][C:12]1[CH:18]=[CH:17][C:15]([NH:16][C:2]2[N:7]=[N:6][C:5]([C:8]([OH:10])=[O:9])=[CH:4][CH:3]=2)=[CH:14][CH:13]=1. The yield is 0.320.